From a dataset of NCI-60 drug combinations with 297,098 pairs across 59 cell lines. Regression. Given two drug SMILES strings and cell line genomic features, predict the synergy score measuring deviation from expected non-interaction effect. (1) Drug 1: C1=CC(=CC=C1CC(C(=O)O)N)N(CCCl)CCCl.Cl. Drug 2: C(CC(=O)O)C(=O)CN.Cl. Cell line: HT29. Synergy scores: CSS=-1.82, Synergy_ZIP=-3.50, Synergy_Bliss=-5.25, Synergy_Loewe=-8.76, Synergy_HSA=-8.97. (2) Drug 1: CCC(=C(C1=CC=CC=C1)C2=CC=C(C=C2)OCCN(C)C)C3=CC=CC=C3.C(C(=O)O)C(CC(=O)O)(C(=O)O)O. Drug 2: CC1=C2C(C(=O)C3(C(CC4C(C3C(C(C2(C)C)(CC1OC(=O)C(C(C5=CC=CC=C5)NC(=O)OC(C)(C)C)O)O)OC(=O)C6=CC=CC=C6)(CO4)OC(=O)C)O)C)O. Cell line: UACC-257. Synergy scores: CSS=23.4, Synergy_ZIP=9.73, Synergy_Bliss=15.2, Synergy_Loewe=10.9, Synergy_HSA=11.6. (3) Drug 1: C1=C(C(=O)NC(=O)N1)F. Drug 2: CCN(CC)CCNC(=O)C1=C(NC(=C1C)C=C2C3=C(C=CC(=C3)F)NC2=O)C. Cell line: UO-31. Synergy scores: CSS=26.8, Synergy_ZIP=-2.55, Synergy_Bliss=-4.16, Synergy_Loewe=-2.28, Synergy_HSA=-2.04. (4) Drug 1: CC1=C2C(C(=O)C3(C(CC4C(C3C(C(C2(C)C)(CC1OC(=O)C(C(C5=CC=CC=C5)NC(=O)OC(C)(C)C)O)O)OC(=O)C6=CC=CC=C6)(CO4)OC(=O)C)OC)C)OC. Drug 2: CC1CCC2CC(C(=CC=CC=CC(CC(C(=O)C(C(C(=CC(C(=O)CC(OC(=O)C3CCCCN3C(=O)C(=O)C1(O2)O)C(C)CC4CCC(C(C4)OC)OCCO)C)C)O)OC)C)C)C)OC. Cell line: NCI-H460. Synergy scores: CSS=58.8, Synergy_ZIP=10.3, Synergy_Bliss=7.68, Synergy_Loewe=4.81, Synergy_HSA=10.4. (5) Drug 1: CN(CC1=CN=C2C(=N1)C(=NC(=N2)N)N)C3=CC=C(C=C3)C(=O)NC(CCC(=O)O)C(=O)O. Drug 2: N.N.Cl[Pt+2]Cl. Cell line: SF-268. Synergy scores: CSS=55.0, Synergy_ZIP=-7.73, Synergy_Bliss=-5.99, Synergy_Loewe=-4.71, Synergy_HSA=-1.58. (6) Drug 1: C1C(C(OC1N2C=NC3=C(N=C(N=C32)Cl)N)CO)O. Drug 2: C1C(C(OC1N2C=NC(=NC2=O)N)CO)O. Cell line: NCI-H522. Synergy scores: CSS=24.2, Synergy_ZIP=-4.22, Synergy_Bliss=3.70, Synergy_Loewe=-1.40, Synergy_HSA=5.65.